Dataset: CYP2C9 inhibition data for predicting drug metabolism from PubChem BioAssay. Task: Regression/Classification. Given a drug SMILES string, predict its absorption, distribution, metabolism, or excretion properties. Task type varies by dataset: regression for continuous measurements (e.g., permeability, clearance, half-life) or binary classification for categorical outcomes (e.g., BBB penetration, CYP inhibition). Dataset: cyp2c9_veith. (1) The compound is Cc1cccc(Cc2c(C)nc3nc(SCC(=O)NCc4ccco4)nn3c2C)c1. The result is 1 (inhibitor). (2) The compound is CCC(C)n1c(NC(=O)c2ccccc2)c(C#N)c2nc3ccccc3nc21. The result is 1 (inhibitor). (3) The molecule is O=C(/C=C/c1ccccc1)N/C(=C/c1ccccc1)C(=O)Nc1ccccc1O. The result is 1 (inhibitor). (4) The drug is C[C@H]1OC[C@@H](C[N+](C)(C)C)O1. The result is 0 (non-inhibitor). (5) The compound is CC(=O)NC1(c2cccc(F)c2)CCN(CC(=O)NC(C)C)CC1. The result is 0 (non-inhibitor). (6) The drug is CCCC/C=C/C(NC(=O)c1cccs1)c1ccccc1. The result is 1 (inhibitor). (7) The drug is C[N+]1(C)CCO[C@](O)(c2ccc(-c3ccc([C@]4(O)C[N+](C)(C)CCO4)cc3)cc2)C1. The result is 0 (non-inhibitor). (8) The molecule is C[C@H]1CC[C@@]2(NC1)O[C@@H]1C[C@H]3[C@@H]4CC=C5C[C@@H](O)CC[C@]5(C)[C@@H]4CC[C@]3(C)[C@@H]1[C@@H]2C. The result is 0 (non-inhibitor).